From a dataset of Forward reaction prediction with 1.9M reactions from USPTO patents (1976-2016). Predict the product of the given reaction. (1) The product is: [F:1][C:2]1[CH:3]=[C:4]2[C:8](=[CH:9][CH:10]=1)[NH:7][C:6](=[O:11])[C:5]2=[CH:12][C:13]1[CH:29]=[CH:28][C:16]([C:17]([NH:19][CH2:20][CH2:21][CH2:22][CH2:23][CH2:24][C:25]([NH:48][C:47]2[CH:46]=[CH:45][CH:44]=[CH:43][C:51]=2[NH2:50])=[O:26])=[O:18])=[CH:15][CH:14]=1. Given the reactants [F:1][C:2]1[CH:3]=[C:4]2[C:8](=[CH:9][CH:10]=1)[NH:7][C:6](=[O:11])[C:5]2=[CH:12][C:13]1[CH:29]=[CH:28][C:16]([C:17]([NH:19][CH2:20][CH2:21][CH2:22][CH2:23][CH2:24][C:25](O)=[O:26])=[O:18])=[CH:15][CH:14]=1.Cl.C(N=C=NCCCN(C)C)C.O[C:43]1[C:51]2[N:50]=N[NH:48][C:47]=2[CH:46]=[CH:45][CH:44]=1.C(N(CC)CC)C.C1(N)C=CC=CC=1N, predict the reaction product. (2) Given the reactants C([O-])([O-])=O.[Ca+2].Cl.[Cl:7][C:8]1[CH:9]=[CH:10][C:11]([CH:19]([CH3:21])[CH3:20])=[C:12]([CH:18]=1)[CH2:13][NH:14][CH:15]1[CH2:17][CH2:16]1.[F:22][CH:23]([F:33])[C:24]1[C:28]([CH:29]=[O:30])=[C:27]([F:31])[N:26]([CH3:32])[N:25]=1.[O-]Cl.[Na+], predict the reaction product. The product is: [Cl:7][C:8]1[CH:9]=[CH:10][C:11]([CH:19]([CH3:21])[CH3:20])=[C:12]([CH:18]=1)[CH2:13][N:14]([CH:15]1[CH2:17][CH2:16]1)[C:29]([C:28]1[C:24]([CH:23]([F:33])[F:22])=[N:25][N:26]([CH3:32])[C:27]=1[F:31])=[O:30]. (3) Given the reactants [Cl:1][C:2]1[CH:3]=[C:4]([C:12]2[O:16][N:15]=[C:14]([C:17]3[CH:26]=[CH:25][CH:24]=[C:23]4[C:18]=3[CH:19]=[CH:20][N:21]=[C:22]4[N:27]3[CH2:32][CH2:31][N:30](C(OC(C)(C)C)=O)[CH2:29][CH2:28]3)[N:13]=2)[CH:5]=[CH:6][C:7]=1[O:8][CH:9]([CH3:11])[CH3:10].[F:40][C:41]([F:46])([F:45])[C:42]([OH:44])=[O:43].ClCCl, predict the reaction product. The product is: [F:40][C:41]([F:46])([F:45])[C:42]([OH:44])=[O:43].[Cl:1][C:2]1[CH:3]=[C:4]([C:12]2[O:16][N:15]=[C:14]([C:17]3[CH:26]=[CH:25][CH:24]=[C:23]4[C:18]=3[CH:19]=[CH:20][N:21]=[C:22]4[N:27]3[CH2:28][CH2:29][NH:30][CH2:31][CH2:32]3)[N:13]=2)[CH:5]=[CH:6][C:7]=1[O:8][CH:9]([CH3:10])[CH3:11]. (4) Given the reactants [NH2:1][C:2]1[C:3]([NH:10][CH2:11][C:12]([CH3:15])([OH:14])[CH3:13])=[N:4][C:5]([CH3:9])=[N:6][C:7]=1[Cl:8].[Cl:16][C:17]1[CH:24]=[CH:23][CH:22]=[CH:21][C:18]=1[CH:19]=O.C1(C)C=CC(S(O)(=O)=O)=CC=1.C(C1C(=O)C(Cl)=C(Cl)C(=O)C=1C#N)#N, predict the reaction product. The product is: [Cl:8][C:7]1[N:6]=[C:5]([CH3:9])[N:4]=[C:3]2[C:2]=1[N:1]=[C:19]([C:18]1[CH:21]=[CH:22][CH:23]=[CH:24][C:17]=1[Cl:16])[N:10]2[CH2:11][C:12]([CH3:15])([OH:14])[CH3:13]. (5) Given the reactants [C:1]([NH:5][C:6]1[CH:11]=[CH:10][C:9]([C:12]2[CH:28]=[CH:27][C:15]([C:16]([NH:18][CH2:19][CH2:20][N:21]3[CH2:26][CH2:25][CH2:24][CH2:23][CH2:22]3)=[O:17])=[C:14]([NH:29][CH2:30][CH3:31])[N:13]=2)=[CH:8][C:7]=1[F:32])(=[O:4])[CH:2]=[CH2:3].[NH2:33][C:34]1[CH:39]=[CH:38][C:37](Br)=[CH:36][N:35]=1.CCN(C(C)C)C(C)C.C1(C)C=CC=CC=1P(C1C=CC=CC=1C)C1C=CC=CC=1C, predict the reaction product. The product is: [NH2:33][C:34]1[N:35]=[CH:36][C:37](/[CH:3]=[CH:2]/[C:1]([NH:5][C:6]2[CH:11]=[CH:10][C:9]([C:12]3[CH:28]=[CH:27][C:15]([C:16]([NH:18][CH2:19][CH2:20][N:21]4[CH2:22][CH2:23][CH2:24][CH2:25][CH2:26]4)=[O:17])=[C:14]([NH:29][CH2:30][CH3:31])[N:13]=3)=[CH:8][C:7]=2[F:32])=[O:4])=[CH:38][CH:39]=1. (6) Given the reactants [Br:1][C:2]1[CH:10]=[CH:9][CH:8]=[C:7]2[C:3]=1[CH2:4][CH2:5][C@@H:6]2[NH:11][S@](C(C)(C)C)=O.[ClH:18].C(#N)C, predict the reaction product. The product is: [ClH:18].[Br:1][C:2]1[CH:10]=[CH:9][CH:8]=[C:7]2[C:3]=1[CH2:4][CH2:5][C@@H:6]2[NH2:11]. (7) Given the reactants [H-].[Na+].[CH3:3][O:4][C:5]1[CH:6]=[C:7]2[C:12](=[CH:13][CH:14]=1)[C:11](=[O:15])[NH:10][CH2:9][CH2:8]2.[CH2:16](I)[CH:17]=[CH2:18].O, predict the reaction product. The product is: [CH2:18]([N:10]1[CH2:9][CH2:8][C:7]2[C:12](=[CH:13][CH:14]=[C:5]([O:4][CH3:3])[CH:6]=2)[C:11]1=[O:15])[CH:17]=[CH2:16].